From a dataset of Peptide-MHC class II binding affinity with 134,281 pairs from IEDB. Regression. Given a peptide amino acid sequence and an MHC pseudo amino acid sequence, predict their binding affinity value. This is MHC class II binding data. The peptide sequence is DVTITAPGDSPNTDG. The MHC is DRB1_1501 with pseudo-sequence DRB1_1501. The binding affinity (normalized) is 0.142.